From a dataset of Forward reaction prediction with 1.9M reactions from USPTO patents (1976-2016). Predict the product of the given reaction. The product is: [Cl:1][C:2]1[CH:17]=[C:16]([CH2:18][NH:25][CH2:20][CH2:21][CH2:22][CH2:23][CH3:24])[CH:15]=[CH:14][C:3]=1[O:4][C:5]1[CH:6]=[CH:7][C:8]([C:11]([NH2:13])=[O:12])=[N:9][CH:10]=1. Given the reactants [Cl:1][C:2]1[CH:17]=[C:16]([CH:18]=O)[CH:15]=[CH:14][C:3]=1[O:4][C:5]1[CH:6]=[CH:7][C:8]([C:11]([NH2:13])=[O:12])=[N:9][CH:10]=1.[CH2:20]([NH2:25])[CH2:21][CH2:22][CH2:23][CH3:24], predict the reaction product.